Dataset: Forward reaction prediction with 1.9M reactions from USPTO patents (1976-2016). Task: Predict the product of the given reaction. The product is: [Br:1][C:2]1[C:3]([F:14])=[C:4]2[C:10]([NH2:11])=[CH:9][NH:8][C:5]2=[N:6][CH:7]=1. Given the reactants [Br:1][C:2]1[C:3]([F:14])=[C:4]2[C:10]([N+:11]([O-])=O)=[CH:9][NH:8][C:5]2=[N:6][CH:7]=1.C([O-])([O-])=O.[Na+].[Na+], predict the reaction product.